From a dataset of Catalyst prediction with 721,799 reactions and 888 catalyst types from USPTO. Predict which catalyst facilitates the given reaction. The catalyst class is: 4. Product: [OH:28][NH:29][C:3]([C:5]1[CH:14]=[CH:13][C:12]2[CH2:11][CH2:10][CH:9]([NH:15][S:24]([C:19]3[CH:20]=[CH:21][C:22]([Cl:23])=[C:17]([Cl:16])[CH:18]=3)(=[O:26])=[O:25])[CH2:8][C:7]=2[CH:6]=1)=[O:4]. Reactant: CO[C:3]([C:5]1[CH:14]=[CH:13][C:12]2[CH2:11][CH2:10][CH:9]([NH2:15])[CH2:8][C:7]=2[CH:6]=1)=[O:4].[Cl:16][C:17]1[CH:18]=[C:19]([S:24](Cl)(=[O:26])=[O:25])[CH:20]=[CH:21][C:22]=1[Cl:23].[OH:28][NH2:29].[OH-].[K+].